Dataset: Catalyst prediction with 721,799 reactions and 888 catalyst types from USPTO. Task: Predict which catalyst facilitates the given reaction. (1) Reactant: [C:1]([O:5][C:6]([N:8]([CH2:10][C:11]1[CH:20]=[CH:19][C:14]([C:15]([O:17]C)=[O:16])=[CH:13][C:12]=1[C:21]([F:24])([F:23])[F:22])[CH3:9])=[O:7])([CH3:4])([CH3:3])[CH3:2].[OH-].[Na+].Cl. Product: [C:1]([O:5][C:6]([N:8]([CH2:10][C:11]1[CH:20]=[CH:19][C:14]([C:15]([OH:17])=[O:16])=[CH:13][C:12]=1[C:21]([F:22])([F:23])[F:24])[CH3:9])=[O:7])([CH3:4])([CH3:2])[CH3:3]. The catalyst class is: 36. (2) Reactant: Cl[C:2]1[CH:7]=[CH:6][N:5]=[C:4]([N:8]2[CH2:19][CH2:18][N:17]3[C:10](=[CH:11][C:12]4[CH2:13][C:14]([CH3:21])([CH3:20])[CH2:15][C:16]=43)[C:9]2=[O:22])[C:3]=1[CH:23]=[O:24].[CH3:25][N:26]1[C:31](=[O:32])[C:30]([NH:33][C:34]2[CH:39]=[CH:38][C:37]([N:40]3[CH2:45][CH2:44][N:43]([CH:46]4[CH2:49][O:48][CH2:47]4)[CH2:42][C@H:41]3[CH3:50])=[CH:36][N:35]=2)=[CH:29][C:28](C2C(C=O)=C(N3C=CN4C5CCCCC=5C=C4C3=O)N=CC=2)=[CH:27]1.[O-]P([O-])([O-])=O.[K+].[K+].[K+].C([O-])(=O)C.[Na+]. Product: [CH3:20][C:14]1([CH3:21])[CH2:13][C:12]2[CH:11]=[C:10]3[N:17]([CH2:18][CH2:19][N:8]([C:4]4[C:3]([CH:23]=[O:24])=[C:2]([C:28]5[CH:29]=[C:30]([NH:33][C:34]6[CH:39]=[CH:38][C:37]([N:40]7[CH2:45][CH2:44][N:43]([CH:46]8[CH2:47][O:48][CH2:49]8)[CH2:42][C@H:41]7[CH3:50])=[CH:36][N:35]=6)[C:31](=[O:32])[N:26]([CH3:25])[CH:27]=5)[CH:7]=[CH:6][N:5]=4)[C:9]3=[O:22])[C:16]=2[CH2:15]1. The catalyst class is: 379. (3) Reactant: C([O:3][C:4]([C:6]1[N:7]([C:15]2[C:20]([Cl:21])=[CH:19][CH:18]=[CH:17][C:16]=2[Cl:22])[N:8]=[N:9][C:10]=1[C:11]([F:14])([F:13])[F:12])=O)C.CC(C[AlH]CC(C)C)C. Product: [Cl:22][C:16]1[CH:17]=[CH:18][CH:19]=[C:20]([Cl:21])[C:15]=1[N:7]1[C:6]([CH2:4][OH:3])=[C:10]([C:11]([F:13])([F:14])[F:12])[N:9]=[N:8]1. The catalyst class is: 1. (4) Reactant: CO.[CH:3]1([N:9]2[CH2:14][CH2:13][NH:12][CH2:11][CH2:10]2)[CH2:8][CH2:7][CH2:6][CH2:5][CH2:4]1.[CH:15](=O)[C:16]1[CH:21]=[CH:20][CH:19]=[CH:18][CH:17]=1.C(O[BH-](OC(=O)C)OC(=O)C)(=O)C.[Na+]. Product: [CH2:15]([N:12]1[CH2:13][CH2:14][N:9]([CH:3]2[CH2:8][CH2:7][CH2:6][CH2:5][CH2:4]2)[CH2:10][CH2:11]1)[C:16]1[CH:21]=[CH:20][CH:19]=[CH:18][CH:17]=1. The catalyst class is: 4. (5) The catalyst class is: 1. Reactant: [CH:1]1[C:10]2[C:5](=[CH:6][CH:7]=[CH:8][CH:9]=2)[CH:4]=[CH:3][N:2]=1.[F:11][C:12]([F:22])([F:21])[C:13]([C:15]1[CH:20]=[CH:19][CH:18]=[CH:17][CH:16]=1)=[O:14].FC(F)(F)S(O[C:29]1[CH:34]=[CH:33][CH:32]=[CH:31][C:30]=1[Si](C)(C)C)(=O)=O.[F-].[K+].O1CCOCCOCCOCCOCCOCC1. Product: [C:15]1([C:13]2([C:12]([F:21])([F:22])[F:11])[O:14][CH:1]3[C:10]4[C:5]([CH:4]=[CH:3][N:2]3[C:30]3[CH:31]=[CH:32][CH:33]=[CH:34][C:29]2=3)=[CH:6][CH:7]=[CH:8][CH:9]=4)[CH:20]=[CH:19][CH:18]=[CH:17][CH:16]=1. (6) Reactant: [NH2:1][C:2]1[CH:7]=[CH:6][C:5]([C@@H:8]2[CH2:10][C@H:9]2[N:11]([CH2:19][CH:20]2[CH2:22][CH2:21]2)[C:12](=[O:18])[O:13][C:14]([CH3:17])([CH3:16])[CH3:15])=[CH:4][CH:3]=1.C(N(CC)CC)C.[C:30]1(=O)[O:35][C:33](=[O:34])[C:32]2=[CH:36][CH:37]=[CH:38][CH:39]=[C:31]12. Product: [C:14]([O:13][C:12](=[O:18])[N:11]([CH2:19][CH:20]1[CH2:22][CH2:21]1)[C@@H:9]1[CH2:10][C@H:8]1[C:5]1[CH:6]=[CH:7][C:2]([N:1]2[C:33](=[O:34])[C:32]3[C:31](=[CH:39][CH:38]=[CH:37][CH:36]=3)[C:30]2=[O:35])=[CH:3][CH:4]=1)([CH3:17])([CH3:16])[CH3:15]. The catalyst class is: 1. (7) Reactant: O1CCOC1.[F:6][C:7]1[CH:12]=[CH:11][C:10]([NH:13]C(=O)OC(C)(C)C)=[C:9]([NH:21][C:22]2[N:27]=[C:26]([NH:28][C@H:29]3[C:38]4[C:33](=[CH:34][CH:35]=[CH:36][CH:37]=4)[C:32](=[O:39])[CH2:31][CH2:30]3)[C:25]([N+:40]([O-:42])=[O:41])=[CH:24][N:23]=2)[CH:8]=1.C(O)(C(F)(F)F)=O. Product: [NH2:13][C:10]1[CH:11]=[CH:12][C:7]([F:6])=[CH:8][C:9]=1[NH:21][C:22]1[N:27]=[C:26]([NH:28][C@H:29]2[C:38]3[C:33](=[CH:34][CH:35]=[CH:36][CH:37]=3)[C:32](=[O:39])[CH2:31][CH2:30]2)[C:25]([N+:40]([O-:42])=[O:41])=[CH:24][N:23]=1. The catalyst class is: 2.